From a dataset of Full USPTO retrosynthesis dataset with 1.9M reactions from patents (1976-2016). Predict the reactants needed to synthesize the given product. (1) Given the product [CH2:34]([N:22]1[CH:23]=[C:24]([C:26]2[CH:31]=[CH:30][C:29]([Cl:32])=[CH:28][C:27]=2[Cl:33])[N:25]=[C:21]1[C@@H:20]([NH:38][C:49](=[O:50])[CH:48]=[CH:47][C:44]1[CH:45]=[CH:46][C:41]([OH:40])=[CH:42][CH:43]=1)[CH2:19][C:16]1[CH:17]=[CH:18][C:13]([O:12][CH2:11][C:8]2[CH:7]=[CH:6][C:5]([C:4]([OH:3])=[O:39])=[CH:10][CH:9]=2)=[CH:14][CH:15]=1)[CH2:35][CH2:36][CH3:37], predict the reactants needed to synthesize it. The reactants are: Cl.C[O:3][C:4](=[O:39])[C:5]1[CH:10]=[CH:9][C:8]([CH2:11][O:12][C:13]2[CH:18]=[CH:17][C:16]([CH2:19][C@H:20]([NH2:38])[C:21]3[N:22]([CH2:34][CH2:35][CH2:36][CH3:37])[CH:23]=[C:24]([C:26]4[CH:31]=[CH:30][C:29]([Cl:32])=[CH:28][C:27]=4[Cl:33])[N:25]=3)=[CH:15][CH:14]=2)=[CH:7][CH:6]=1.[OH:40][C:41]1[CH:46]=[CH:45][C:44]([CH:47]=[CH:48][C:49](O)=[O:50])=[CH:43][CH:42]=1. (2) Given the product [ClH:30].[CH3:9][CH:7]([CH2:6][CH2:5][CH2:4][C@H:3]([C@@H:10]1[C@:14]2([CH3:32])[C@H:13]([C@H:18]3[C@H:17]([CH2:16][CH2:15]2)[C@:22]2([CH3:31])[C:21]([CH2:26][C@H:25]([CH2:24][CH2:23]2)[OH:27])=[CH:20][CH2:19]3)[CH2:12][CH2:11]1)[CH3:2])[CH3:8], predict the reactants needed to synthesize it. The reactants are: Cl.[CH3:2][C@@H:3]([C@@H:10]1[C@@:14]2([CH3:32])[CH2:15][CH2:16][CH:17]3[C@@:22]4([CH3:31])[CH2:23][CH2:24][CH:25]([O:27]C([Cl:30])=O)[CH2:26][C:21]4=[CH:20][CH2:19][CH:18]3[CH:13]2[CH2:12][CH2:11]1)[CH2:4][CH2:5][CH2:6][CH:7]([CH3:9])[CH3:8]. (3) Given the product [F:40][C:25]([F:24])([F:41])[C:26]1[O:30][N:29]=[C:28]([C:31]2[CH:32]=[C:33]([CH:37]=[CH:38][CH:39]=2)[C:34]([NH:21][CH2:20][C:14]2([C:11]3[S:12][CH:13]=[C:9]([C:6]4[CH:5]=[CH:4][C:3]([C:2]([F:1])([F:22])[F:23])=[CH:8][CH:7]=4)[N:10]=3)[CH2:19][CH2:18][O:17][CH2:16][CH2:15]2)=[O:35])[N:27]=1, predict the reactants needed to synthesize it. The reactants are: [F:1][C:2]([F:23])([F:22])[C:3]1[CH:8]=[CH:7][C:6]([C:9]2[N:10]=[C:11]([C:14]3([CH2:20][NH2:21])[CH2:19][CH2:18][O:17][CH2:16][CH2:15]3)[S:12][CH:13]=2)=[CH:5][CH:4]=1.[F:24][C:25]([F:41])([F:40])[C:26]1[O:30][N:29]=[C:28]([C:31]2[CH:32]=[C:33]([CH:37]=[CH:38][CH:39]=2)[C:34](O)=[O:35])[N:27]=1. (4) Given the product [NH2:27][C:28]1[CH:29]=[CH:30][C:31]([O:7][S:5]([O:4][CH2:3][CH2:2][SH:1])(=[O:6])=[O:8])=[C:32]([CH:33]=1)[C:10]([OH:9])=[O:37], predict the reactants needed to synthesize it. The reactants are: [SH:1][CH2:2][CH2:3][O:4][S:5](=[O:8])(=[O:7])[OH:6].[OH:9][C:10]1C2N=NNC=2C=CC=1.[CH2:31]1[CH2:32][CH2:33][CH:28]([N:27]=C=[N:27][CH:28]2[CH2:33][CH2:32][CH2:31][CH2:30][CH2:29]2)[CH2:29][CH2:30]1.CN(C)C=[O:37]. (5) Given the product [F:1][C:2]1[CH:3]=[C:4]2[C:8](=[CH:9][C:10]=1[F:11])[NH:7][CH:6]=[C:5]2[CH:22]1[CH2:24][CH:23]1[CH2:25][N:28]([CH3:29])[CH3:27], predict the reactants needed to synthesize it. The reactants are: [F:1][C:2]1[CH:3]=[C:4]2[C:8](=[CH:9][C:10]=1[F:11])[N:7](S(C1C=CC(C)=CC=1)(=O)=O)[CH:6]=[C:5]2[C@@H:22]1[CH2:24][C@H:23]1[CH:25]=O.[CH3:27][NH:28][CH3:29].C(O[BH-](OC(=O)C)OC(=O)C)(=O)C.[Na+]. (6) The reactants are: [Cl-:1].[N:2]1([S:7]([NH:10][C@H:11]([CH2:17][C:18]([O:20][CH3:21])=[O:19])[CH2:12][N+:13]([CH3:16])([CH3:15])[CH3:14])(=[O:9])=[O:8])[CH:6]=[CH:5][N:4]=[CH:3]1.[O:22](C)[S:23]([C:26]([F:29])([F:28])[F:27])(=[O:25])=[O:24]. Given the product [F:27][C:26]([F:29])([F:28])[S:23]([O-:25])(=[O:24])=[O:22].[Cl-:1].[CH3:21][O:20][C:18](=[O:19])[CH2:17][C@@H:11]([NH:10][S:7]([N:2]1[CH:6]=[CH:5][N+:4]([CH3:26])=[CH:3]1)(=[O:9])=[O:8])[CH2:12][N+:13]([CH3:16])([CH3:14])[CH3:15], predict the reactants needed to synthesize it. (7) Given the product [CH2:1]([C@@:4]1([C:20]2[CH:25]=[CH:24][C:23]([F:26])=[CH:22][CH:21]=2)[O:9][C:8](=[O:10])[N:7]([C@H:11]([C:13]2[CH:18]=[CH:17][C:16]([B:27]3[O:31][C:30]([CH3:33])([CH3:32])[C:29]([CH3:35])([CH3:34])[O:28]3)=[CH:15][CH:14]=2)[CH3:12])[CH2:6][CH2:5]1)[CH:2]=[CH2:3], predict the reactants needed to synthesize it. The reactants are: [CH2:1]([C@@:4]1([C:20]2[CH:25]=[CH:24][C:23]([F:26])=[CH:22][CH:21]=2)[O:9][C:8](=[O:10])[N:7]([C@H:11]([C:13]2[CH:18]=[CH:17][C:16](Br)=[CH:15][CH:14]=2)[CH3:12])[CH2:6][CH2:5]1)[CH:2]=[CH2:3].[B:27]1([B:27]2[O:31][C:30]([CH3:33])([CH3:32])[C:29]([CH3:35])([CH3:34])[O:28]2)[O:31][C:30]([CH3:33])([CH3:32])[C:29]([CH3:35])([CH3:34])[O:28]1.CC([O-])=O.[K+]. (8) Given the product [NH2:13][C:10]1[CH:11]=[CH:12][C:7]([O:6][C:5]2[CH:27]=[CH:28][C:2]([F:1])=[CH:3][CH:4]=2)=[C:8]([C:16]2[C:17]3[CH:26]=[CH:25][NH:24][C:18]=3[C:19](=[O:23])[N:20]([CH3:22])[CH:21]=2)[CH:9]=1, predict the reactants needed to synthesize it. The reactants are: [F:1][C:2]1[CH:28]=[CH:27][C:5]([O:6][C:7]2[CH:12]=[CH:11][C:10]([N+:13]([O-])=O)=[CH:9][C:8]=2[C:16]2[C:17]3[CH:26]=[CH:25][NH:24][C:18]=3[C:19](=[O:23])[N:20]([CH3:22])[CH:21]=2)=[CH:4][CH:3]=1.CN1C=C(C2C=C([N+]([O-])=O)C=CC=2OC2C=CC=CC=2)C2C=CNC=2C1=O. (9) Given the product [Cl:11][C:12]1[N:21]=[CH:20][C:19]2[N:18]3[CH:38]=[N:37][C:39]([C:40]#[N:41])=[C:17]3[C@@H:16]([CH2:23][CH3:24])[N:15]([CH:25]([CH3:27])[CH3:26])[C:14]=2[N:13]=1, predict the reactants needed to synthesize it. The reactants are: C[Si](C)(C)[N-][Si](C)(C)C.[Li+].[Cl:11][C:12]1[N:21]=[CH:20][C:19]2[NH:18][C:17](=O)[C@@H:16]([CH2:23][CH3:24])[N:15]([CH:25]([CH3:27])[CH3:26])[C:14]=2[N:13]=1.P(Cl)(OCC)(OCC)=O.[N+:37]([CH2:39][C:40]#[N:41])#[C-:38].C(O[K])(C)(C)C.